This data is from Full USPTO retrosynthesis dataset with 1.9M reactions from patents (1976-2016). The task is: Predict the reactants needed to synthesize the given product. (1) Given the product [Cl:6][C:7]1[CH:8]=[C:9]([C:15]2[CH:16]=[CH:17][CH:18]=[CH:19][CH:20]=2)[CH:10]=[CH:11][C:12]=1[C:13]#[C:14][C:21]([OH:23])=[O:22], predict the reactants needed to synthesize it. The reactants are: C([Li])CCC.[Cl:6][C:7]1[CH:8]=[C:9]([C:15]2[CH:20]=[CH:19][CH:18]=[CH:17][CH:16]=2)[CH:10]=[CH:11][C:12]=1[C:13]#[CH:14].[C:21](=[O:23])=[O:22]. (2) Given the product [CH3:23][N:24]([CH3:44])[C:25]1[N:26]=[C:27]([C:2]2[C:10]3[S:9][C:8]([NH:11][C:12]([NH:14][CH2:15][CH3:16])=[O:13])=[N:7][C:6]=3[CH:5]=[C:4]([C:17]3[CH:18]=[N:19][CH:20]=[CH:21][CH:22]=3)[CH:3]=2)[CH:28]=[CH:29][CH:30]=1, predict the reactants needed to synthesize it. The reactants are: Br[C:2]1[C:10]2[S:9][C:8]([NH:11][C:12]([NH:14][CH2:15][CH3:16])=[O:13])=[N:7][C:6]=2[CH:5]=[C:4]([C:17]2[CH:18]=[N:19][CH:20]=[CH:21][CH:22]=2)[CH:3]=1.[CH3:23][N:24]([CH3:44])[C:25]1[CH:30]=[CH:29][CH:28]=[C:27]([Sn](CCCC)(CCCC)CCCC)[N:26]=1. (3) Given the product [NH2:47][C@H:10]1[C@H:9]([OH:8])[C@@H:14]([CH3:15])[CH2:13][N:12]([C:16]2[C:21]([NH:22][C:23]([C:25]3[CH:30]=[CH:29][C:28]([F:31])=[C:27]([C:32]4[C:37]([F:38])=[CH:36][C:35]([CH2:39][O:40][CH3:41])=[CH:34][C:33]=4[F:42])[N:26]=3)=[O:24])=[CH:20][N:19]=[C:18]3[CH:43]([OH:46])[CH2:44][CH2:45][C:17]=23)[CH2:11]1, predict the reactants needed to synthesize it. The reactants are: [Si]([O:8][C@@H:9]1[C@@H:14]([CH3:15])[CH2:13][N:12]([C:16]2[C:21]([NH:22][C:23]([C:25]3[CH:30]=[CH:29][C:28]([F:31])=[C:27]([C:32]4[C:37]([F:38])=[CH:36][C:35]([CH2:39][O:40][CH3:41])=[CH:34][C:33]=4[F:42])[N:26]=3)=[O:24])=[CH:20][N:19]=[C:18]3[CH:43]([OH:46])[CH2:44][CH2:45][C:17]=23)[CH2:11][C@H:10]1[NH:47]C(=O)OC(C)(C)C)(C(C)(C)C)(C)C.Cl.O1CCOCC1. (4) Given the product [CH2:3]1[C:4]2[C:9](=[CH:8][CH:7]=[CH:6][CH:5]=2)[CH2:1][CH:2]1[N:10]1[C:14](=[O:16])[C:13]2[C:12](=[CH:20][CH:19]=[CH:18][CH:17]=2)[C:11]1=[O:21], predict the reactants needed to synthesize it. The reactants are: [CH2:1]1[C:9]2[C:4](=[CH:5][CH:6]=[CH:7][CH:8]=2)[CH2:3][CH:2]1[NH:10][C:11](=[O:21])[C:12]1[C:13](=[CH:17][CH:18]=[CH:19][CH:20]=1)[C:14]([OH:16])=O. (5) Given the product [NH2:30][C:28]1[C:29]2[C:21]([C:18]3[S:17][C:16]([CH2:15][NH:14][C:9]4[N:10]=[CH:11][CH:12]=[CH:13][C:8]=4[C:7]([NH:6][CH2:5][C:4]4[CH:54]=[CH:55][C:56]([F:57])=[C:2]([F:1])[CH:3]=4)=[O:53])=[CH:20][CH:19]=3)=[CH:22][NH:23][C:24]=2[N:25]=[CH:26][N:27]=1, predict the reactants needed to synthesize it. The reactants are: [F:1][C:2]1[CH:3]=[C:4]([CH:54]=[CH:55][C:56]=1[F:57])[CH2:5][NH:6][C:7](=[O:53])[C:8]1[CH:13]=[CH:12][CH:11]=[N:10][C:9]=1[NH:14][CH2:15][C:16]1[S:17][C:18]([C:21]2[C:29]3[C:28]([NH:30]CC4C(OC)=CC(OC)=CC=4OC)=[N:27][CH:26]=[N:25][C:24]=3[N:23](S(C3C=CC=CC=3)(=O)=O)[CH:22]=2)=[CH:19][CH:20]=1.C(=O)([O-])[O-].[K+].[K+].CO.